From a dataset of NCI-60 drug combinations with 297,098 pairs across 59 cell lines. Regression. Given two drug SMILES strings and cell line genomic features, predict the synergy score measuring deviation from expected non-interaction effect. (1) Drug 2: C1CC(=O)NC(=O)C1N2C(=O)C3=CC=CC=C3C2=O. Drug 1: CC1=C(C(=CC=C1)Cl)NC(=O)C2=CN=C(S2)NC3=CC(=NC(=N3)C)N4CCN(CC4)CCO. Cell line: SK-MEL-5. Synergy scores: CSS=-2.90, Synergy_ZIP=2.66, Synergy_Bliss=1.43, Synergy_Loewe=-1.89, Synergy_HSA=-2.49. (2) Drug 1: C1CC(C1)(C(=O)O)C(=O)O.[NH2-].[NH2-].[Pt+2]. Drug 2: CN(C(=O)NC(C=O)C(C(C(CO)O)O)O)N=O. Cell line: HL-60(TB). Synergy scores: CSS=31.6, Synergy_ZIP=1.30, Synergy_Bliss=-3.82, Synergy_Loewe=-40.0, Synergy_HSA=-5.85. (3) Drug 1: CC1C(C(CC(O1)OC2CC(OC(C2O)C)OC3=CC4=CC5=C(C(=O)C(C(C5)C(C(=O)C(C(C)O)O)OC)OC6CC(C(C(O6)C)O)OC7CC(C(C(O7)C)O)OC8CC(C(C(O8)C)O)(C)O)C(=C4C(=C3C)O)O)O)O. Drug 2: C(CN)CNCCSP(=O)(O)O. Cell line: NCI/ADR-RES. Synergy scores: CSS=0.683, Synergy_ZIP=-3.70, Synergy_Bliss=-1.69, Synergy_Loewe=-7.13, Synergy_HSA=-0.651. (4) Drug 1: C1=C(C(=O)NC(=O)N1)F. Synergy scores: CSS=21.3, Synergy_ZIP=-1.77, Synergy_Bliss=-1.50, Synergy_Loewe=1.29, Synergy_HSA=2.20. Drug 2: C1CCC(C(C1)N)N.C(=O)(C(=O)[O-])[O-].[Pt+4]. Cell line: TK-10. (5) Drug 2: C1C(C(OC1N2C=NC3=C2NC=NCC3O)CO)O. Synergy scores: CSS=3.07, Synergy_ZIP=-0.584, Synergy_Bliss=0.225, Synergy_Loewe=-0.339, Synergy_HSA=-0.00329. Drug 1: CN(C)N=NC1=C(NC=N1)C(=O)N. Cell line: COLO 205.